Dataset: Forward reaction prediction with 1.9M reactions from USPTO patents (1976-2016). Task: Predict the product of the given reaction. (1) Given the reactants [NH2:1][C@H:2]1[CH2:6][CH2:5][CH2:4][C@H:3]1[NH:7][C:8]1[N:17]=[CH:16][C:15]2[C:10](=[CH:11][CH:12]=[C:13]([C:18]3[CH:29]=[CH:28][C:21]([C:22]([NH:24][CH:25]4[CH2:27][CH2:26]4)=[O:23])=[CH:20][C:19]=3[O:30][CH3:31])[CH:14]=2)[N:9]=1.[C:32](O)(=[O:35])[C:33]#[CH:34].CN(C(ON1N=NC2C=CC=NC1=2)=[N+](C)C)C.F[P-](F)(F)(F)(F)F.CCN(C(C)C)C(C)C, predict the reaction product. The product is: [CH:25]1([NH:24][C:22](=[O:23])[C:21]2[CH:28]=[CH:29][C:18]([C:13]3[CH:14]=[C:15]4[C:10](=[CH:11][CH:12]=3)[N:9]=[C:8]([NH:7][C@@H:3]3[CH2:4][CH2:5][CH2:6][C@@H:2]3[NH:1][C:32](=[O:35])[C:33]#[CH:34])[N:17]=[CH:16]4)=[C:19]([O:30][CH3:31])[CH:20]=2)[CH2:27][CH2:26]1. (2) Given the reactants [CH3:1][O:2][C:3](=[O:17])[CH2:4][N:5]1[C:13]2[C:8](=[CH:9][C:10]([I:14])=[CH:11][CH:12]=2)[C:7](=O)[C:6]1=[O:16].[O:18]1[C:22]2[CH:23]=[CH:24][C:25]([CH2:27][CH2:28][C:29]([NH:31][C:32]3[CH:37]=[CH:36][C:35]([C:38]([NH:40][NH2:41])=[O:39])=[CH:34][CH:33]=3)=[O:30])=[CH:26][C:21]=2[O:20][CH2:19]1, predict the reaction product. The product is: [CH3:1][O:2][C:3](=[O:17])[CH2:4][N:5]1[C:13]2[C:8](=[CH:9][C:10]([I:14])=[CH:11][CH:12]=2)[C:7](=[N:41][NH:40][C:38](=[O:39])[C:35]2[CH:34]=[CH:33][C:32]([NH:31][C:29](=[O:30])[CH2:28][CH2:27][C:25]3[CH:24]=[CH:23][C:22]4[O:18][CH2:19][O:20][C:21]=4[CH:26]=3)=[CH:37][CH:36]=2)[C:6]1=[O:16].